From a dataset of Full USPTO retrosynthesis dataset with 1.9M reactions from patents (1976-2016). Predict the reactants needed to synthesize the given product. (1) Given the product [BrH:3].[CH2:4]([N:11]1[C:12]2[C:21]3[CH:20]=[CH:19][CH:18]=[CH:17][C:16]=3[N:15]=[C:14]([Cl:22])[C:13]=2[N:23]=[C:2]1[NH2:1])[C:5]1[CH:6]=[CH:7][CH:8]=[CH:9][CH:10]=1, predict the reactants needed to synthesize it. The reactants are: [N:1]#[C:2][Br:3].[CH2:4]([NH:11][C:12]1[C:21]2[C:16](=[CH:17][CH:18]=[CH:19][CH:20]=2)[N:15]=[C:14]([Cl:22])[C:13]=1[NH2:23])[C:5]1[CH:10]=[CH:9][CH:8]=[CH:7][CH:6]=1. (2) Given the product [NH2:27][C:4]1[CH:5]=[C:6]([CH:25]=[CH:26][C:3]=1[NH:2][CH3:1])[O:7][C:8]1[CH:13]=[CH:12][N:11]=[C:10]([NH:14][C:15](=[O:24])[CH2:16][N:17]2[CH2:18][CH2:19][CH:20]([CH3:23])[CH2:21][CH2:22]2)[CH:9]=1, predict the reactants needed to synthesize it. The reactants are: [CH3:1][NH:2][C:3]1[CH:26]=[CH:25][C:6]([O:7][C:8]2[CH:13]=[CH:12][N:11]=[C:10]([NH:14][C:15](=[O:24])[CH2:16][N:17]3[CH2:22][CH2:21][CH:20]([CH3:23])[CH2:19][CH2:18]3)[CH:9]=2)=[CH:5][C:4]=1[N+:27]([O-])=O.